From a dataset of TCR-epitope binding with 47,182 pairs between 192 epitopes and 23,139 TCRs. Binary Classification. Given a T-cell receptor sequence (or CDR3 region) and an epitope sequence, predict whether binding occurs between them. (1) The epitope is YLQPRTFLL. The TCR CDR3 sequence is CSARDLGRGWNTGELFF. Result: 1 (the TCR binds to the epitope). (2) The epitope is SLYNTVATL. The TCR CDR3 sequence is CASSLGQGNQPQHF. Result: 0 (the TCR does not bind to the epitope). (3) The epitope is LPPAYTNSF. The TCR CDR3 sequence is CSVEVMGLRGYTF. Result: 0 (the TCR does not bind to the epitope). (4) The epitope is LPPIVAKEI. The TCR CDR3 sequence is CASSLDDSGFYEQYF. Result: 0 (the TCR does not bind to the epitope). (5) The TCR CDR3 sequence is CASSFLLGVKGYEQYF. The epitope is TSNQVAVLY. Result: 1 (the TCR binds to the epitope). (6) The epitope is RILGAGCFV. The TCR CDR3 sequence is CASSSDGYEQYF. Result: 0 (the TCR does not bind to the epitope).